The task is: Predict the reaction yield, written as a fraction of the theoretical maximum amount of product (1.0 means a 100% yield; for example, 0.34 means a 34% yield).. This data is from Reaction yield outcomes from USPTO patents with 853,638 reactions. (1) The reactants are [N+:1]([C:4]1[CH:13]=[C:12]2[C:7]([CH2:8][CH2:9][N:10]([C:14]([O:16][C:17]([CH3:20])([CH3:19])[CH3:18])=[O:15])[CH2:11]2)=[CH:6][CH:5]=1)([O-])=O. The catalyst is CO.[OH-].[OH-].[Pd+2]. The product is [NH2:1][C:4]1[CH:13]=[C:12]2[C:7]([CH2:8][CH2:9][N:10]([C:14]([O:16][C:17]([CH3:20])([CH3:19])[CH3:18])=[O:15])[CH2:11]2)=[CH:6][CH:5]=1. The yield is 0.690. (2) The reactants are [OH:1][C@@H:2]([CH2:8]O)[CH2:3][C:4]([O:6][CH3:7])=[O:5].C1C=CC(P(C2C=CC=CC=2)C2C=CC=CC=2)=CC=1.C1C(=O)N([Cl:36])C(=O)C1. The catalyst is C(Cl)Cl. The product is [Cl:36][CH2:8][C@H:2]([OH:1])[CH2:3][C:4]([O:6][CH3:7])=[O:5]. The yield is 0.260. (3) The reactants are [Cl:1][CH2:2][CH2:3][NH:4][C@H:5]([C:8]([OH:10])=[O:9])[CH2:6][SH:7].S(Cl)(Cl)=O.[CH3:15]O. No catalyst specified. The product is [ClH:1].[CH3:15][N:4]([CH2:3][CH2:2][Cl:1])[C@H:5]([C:8]([OH:10])=[O:9])[CH2:6][SH:7]. The yield is 0.761. (4) The reactants are C([O:3][C:4](=O)[CH2:5][CH2:6][CH2:7][C@H:8]1[CH2:13][CH2:12][C@H:11]([N:14]([C:16]([O:18][C:19]([CH3:22])([CH3:21])[CH3:20])=[O:17])[CH3:15])[CH2:10][CH2:9]1)C.[H-].[H-].[H-].[H-].[Li+].[Al+3]. The catalyst is C1COCC1. The product is [C:19]([O:18][C:16](=[O:17])[N:14]([C@H:11]1[CH2:10][CH2:9][C@H:8]([CH2:7][CH2:6][CH2:5][CH2:4][OH:3])[CH2:13][CH2:12]1)[CH3:15])([CH3:20])([CH3:22])[CH3:21]. The yield is 0.990. (5) The reactants are [NH2:1][C:2]1[S:3][C:4]2[CH:10]=[C:9]([C:11]3[CH:12]=[C:13]([N:23]4[CH:28]=[CH:27][C:26](=[O:29])[NH:25][C:24]4=[O:30])[CH:14]=[C:15]([C:19]([CH3:22])([CH3:21])[CH3:20])[C:16]=3[O:17][CH3:18])[CH:8]=[CH:7][C:5]=2[N:6]=1.[C:31](OC(=O)C)(=[O:33])[CH3:32]. No catalyst specified. The product is [C:19]([C:15]1[C:16]([O:17][CH3:18])=[C:11]([C:9]2[CH:8]=[CH:7][C:5]3[N:6]=[C:2]([NH:1][C:31](=[O:33])[CH3:32])[S:3][C:4]=3[CH:10]=2)[CH:12]=[C:13]([N:23]2[CH:28]=[CH:27][C:26](=[O:29])[NH:25][C:24]2=[O:30])[CH:14]=1)([CH3:22])([CH3:21])[CH3:20]. The yield is 0.880. (6) The reactants are [N:1]12[CH2:8][CH2:7][C:4]([C:9]([C:18]3[CH:23]=[CH:22][CH:21]=[C:20]([F:24])[CH:19]=3)([C:11]3[CH:16]=[CH:15][CH:14]=[C:13]([F:17])[CH:12]=3)[OH:10])([CH2:5][CH2:6]1)[CH2:3][CH2:2]2.[C:25]1([CH2:31][O:32][CH2:33][CH2:34][Br:35])[CH:30]=[CH:29][CH:28]=[CH:27][CH:26]=1. The catalyst is CC#N. The product is [Br-:35].[F:17][C:13]1[CH:12]=[C:11]([C:9]([C:18]2[CH:23]=[CH:22][CH:21]=[C:20]([F:24])[CH:19]=2)([OH:10])[C:4]23[CH2:5][CH2:6][N+:1]([CH2:34][CH2:33][O:32][CH2:31][C:25]4[CH:30]=[CH:29][CH:28]=[CH:27][CH:26]=4)([CH2:2][CH2:3]2)[CH2:8][CH2:7]3)[CH:16]=[CH:15][CH:14]=1. The yield is 0.432. (7) The reactants are [N:1]1([C:7]2[C:8]3[N:16]=[C:15]([C:17]4[CH:18]=[N:19][CH:20]=[CH:21][CH:22]=4)[S:14][C:9]=3[N:10]=[C:11]([NH2:13])[N:12]=2)[CH2:6][CH2:5][NH:4][CH2:3][CH2:2]1.[CH3:23][O:24][C:25]1[CH:35]=[CH:34][C:28]([O:29][CH2:30][C:31](O)=[O:32])=[CH:27][CH:26]=1. No catalyst specified. The product is [NH2:13][C:11]1[N:12]=[C:7]([N:1]2[CH2:6][CH2:5][N:4]([C:31](=[O:32])[CH2:30][O:29][C:28]3[CH:34]=[CH:35][C:25]([O:24][CH3:23])=[CH:26][CH:27]=3)[CH2:3][CH2:2]2)[C:8]2[N:16]=[C:15]([C:17]3[CH:18]=[N:19][CH:20]=[CH:21][CH:22]=3)[S:14][C:9]=2[N:10]=1. The yield is 0.520. (8) The catalyst is C1COCC1. The reactants are [H-].[Na+].[C:3]1([OH:9])[CH:8]=[CH:7][CH:6]=[CH:5][CH:4]=1.[Br:10][C:11]1[CH:12]=[CH:13][CH:14]=[C:15]2[C:20]=1[N:19]=[C:18](Cl)[CH:17]=[CH:16]2. The yield is 0.410. The product is [Br:10][C:11]1[CH:12]=[CH:13][CH:14]=[C:15]2[C:20]=1[N:19]=[C:18]([O:9][C:3]1[CH:8]=[CH:7][CH:6]=[CH:5][CH:4]=1)[CH:17]=[CH:16]2. (9) The reactants are [F:1][C:2]1[CH:7]=[CH:6][C:5]([F:8])=[CH:4][C:3]=1[C@H:9]1[CH2:13][CH2:12][CH2:11][N:10]1[C:14]1[CH:19]=[CH:18][N:17]2[N:20]=[CH:21][C:22](/[CH:23]=[CH:24]/[C:25](O)=[O:26])=[C:16]2[N:15]=1.CN(C(ON1N=NC2C=CC=NC1=2)=[N+](C)C)C.F[P-](F)(F)(F)(F)F.CCN(C(C)C)C(C)C.[N:61]1([C:67]([O:69][C:70]([CH3:73])([CH3:72])[CH3:71])=[O:68])[CH2:66][CH2:65][NH:64][CH2:63][CH2:62]1. The catalyst is CN(C=O)C.C(Cl)Cl. The product is [F:1][C:2]1[CH:7]=[CH:6][C:5]([F:8])=[CH:4][C:3]=1[C@H:9]1[CH2:13][CH2:12][CH2:11][N:10]1[C:14]1[CH:19]=[CH:18][N:17]2[N:20]=[CH:21][C:22](/[CH:23]=[CH:24]/[C:25]([N:64]3[CH2:65][CH2:66][N:61]([C:67]([O:69][C:70]([CH3:73])([CH3:72])[CH3:71])=[O:68])[CH2:62][CH2:63]3)=[O:26])=[C:16]2[N:15]=1. The yield is 0.710.